Dataset: Forward reaction prediction with 1.9M reactions from USPTO patents (1976-2016). Task: Predict the product of the given reaction. (1) The product is: [CH2:33]([N:37]([CH2:68][C:69]1[CH:74]=[CH:73][C:72]([Cl:75])=[C:71]([Cl:76])[CH:70]=1)[C:38]([C:40]1[C:44]([Cl:45])=[C:43]([CH3:46])[N:42]([C:47]2[CH:62]=[CH:61][C:50]([C:51]([OH:53])=[O:52])=[CH:49][C:48]=2[C:63]([O:65][CH2:66][CH3:67])=[O:64])[N:41]=1)=[O:39])[CH2:34][CH2:35][CH3:36]. Given the reactants ClC1C(C(=O)N(CCCC)CCCC)=NN(C2C=CC(C(O)=O)=CC=2C(OCC)=O)C=1C.[CH2:33]([N:37]([CH2:68][C:69]1[CH:74]=[CH:73][C:72]([Cl:75])=[C:71]([Cl:76])[CH:70]=1)[C:38]([C:40]1[C:44]([Cl:45])=[C:43]([CH3:46])[N:42]([C:47]2[CH:62]=[CH:61][C:50]([C:51]([O:53]CC3C=CC=CC=3)=[O:52])=[CH:49][C:48]=2[C:63]([O:65][CH2:66][CH3:67])=[O:64])[N:41]=1)=[O:39])[CH2:34][CH2:35][CH3:36], predict the reaction product. (2) Given the reactants C(=O)([O-])[O-].[K+].[K+].F[C:8]1[CH:9]=[C:10]([CH:40]=[CH:41][CH:42]=1)[O:11][C:12]1[CH:13]=[C:14]([CH:37]=[CH:38][CH:39]=1)[O:15][C:16]1[CH:21]=[CH:20][CH:19]=[C:18]([O:22][C:23]2[CH:28]=[CH:27][CH:26]=[C:25]([O:29][C:30]3[CH:35]=[CH:34][CH:33]=[C:32](F)[CH:31]=3)[CH:24]=2)[CH:17]=1.[NH2:43][C:44]1[CH:45]=[C:46]([CH:125]=[CH:126][CH:127]=1)[O:47][C:48]1[CH:49]=[C:50]([CH:122]=[CH:123][CH:124]=1)[O:51]C1C=C(C2C(OC3C=CC=C(OC4C=CC=C(F)C=4)C=3)=CC=CC=2OC2C=CC=C(OC3C=CC=C(OC4C=CC=C(F)C=4)C=3)C=2C2C=CC=C(OC3C=CC=C(OC4C=CC=C(N)C=4)C=3)C=2)C=CC=1.C[N:129]1C(=O)N(C)CC1, predict the reaction product. The product is: [NH2:129][C:8]1[CH:9]=[C:10]([CH:40]=[CH:41][CH:42]=1)[O:11][C:12]1[CH:13]=[C:14]([CH:37]=[CH:38][CH:39]=1)[O:15][C:16]1[CH:17]=[C:18]([CH:19]=[CH:20][CH:21]=1)[O:22][C:23]1[CH:28]=[CH:27][CH:26]=[C:25]([O:29][C:30]2[CH:35]=[CH:34][CH:33]=[C:32]([O:51][C:50]3[CH:122]=[CH:123][CH:124]=[C:48]([O:47][C:46]4[CH:125]=[CH:126][CH:127]=[C:44]([NH2:43])[CH:45]=4)[CH:49]=3)[CH:31]=2)[CH:24]=1. (3) Given the reactants [CH3:1][C:2]1[CH:7]=[CH:6][C:5]([NH:8][C:9](=[O:20])[C:10]2[CH:15]=[CH:14][CH:13]=[C:12]([C:16]([F:19])([F:18])[F:17])[CH:11]=2)=[CH:4][C:3]=1B1OC(C)(C)C(C)(C)O1.[CH:30]1[C:39]2[C:34](=[CH:35][CH:36]=[C:37](OS(C(F)(F)F)(=O)=O)[CH:38]=2)[CH:33]=[CH:32][N:31]=1.P([O-])([O-])([O-])=O.[K+].[K+].[K+], predict the reaction product. The product is: [CH:30]1[C:39]2[C:34](=[CH:35][CH:36]=[C:37]([C:3]3[CH:4]=[C:5]([NH:8][C:9](=[O:20])[C:10]4[CH:15]=[CH:14][CH:13]=[C:12]([C:16]([F:18])([F:19])[F:17])[CH:11]=4)[CH:6]=[CH:7][C:2]=3[CH3:1])[CH:38]=2)[CH:33]=[CH:32][N:31]=1. (4) Given the reactants [OH:1][C:2]1[CH:20]=[CH:19][C:5]([O:6][C:7]2[CH:12]=[CH:11][C:10]([CH2:13][C:14](OC)=[O:15])=[CH:9][C:8]=2[I:18])=[CH:4][CH:3]=1.[NH2:21][OH:22], predict the reaction product. The product is: [OH:22][NH:21][C:14](=[O:15])[CH2:13][C:10]1[CH:11]=[CH:12][C:7]([O:6][C:5]2[CH:19]=[CH:20][C:2]([OH:1])=[CH:3][CH:4]=2)=[C:8]([I:18])[CH:9]=1. (5) Given the reactants [CH2:1]([O:3][C:4]([C@H:6]1[CH2:11][CH2:10][C@H:9]([C:12]2[CH:17]=[C:16](N)[CH:15]=[CH:14][N:13]=2)[CH2:8][CH2:7]1)=[O:5])[CH3:2].[ClH:19].N([O-])=O.[Na+].[OH-].[Na+], predict the reaction product. The product is: [CH2:1]([O:3][C:4]([C@H:6]1[CH2:11][CH2:10][C@H:9]([C:12]2[CH:17]=[C:16]([Cl:19])[CH:15]=[CH:14][N:13]=2)[CH2:8][CH2:7]1)=[O:5])[CH3:2].